This data is from Reaction yield outcomes from USPTO patents with 853,638 reactions. The task is: Predict the reaction yield, written as a fraction of the theoretical maximum amount of product (1.0 means a 100% yield; for example, 0.34 means a 34% yield). (1) The yield is 0.400. The catalyst is CN(C=O)C.CN(C)C1C=CN=CC=1. The product is [CH3:14][S:11]([C:48]1[CH:49]=[CH:50][C:34]([C@H:35]([NH:36][C:27]([C:22]2[CH:21]=[CH:20][C:19]3[C:24](=[CH:25][CH:26]=[C:17]([F:16])[CH:18]=3)[CH:23]=2)=[O:29])[CH3:53])=[C:33]([NH2:32])[C:47]=1[CH3:52])(=[O:13])=[O:12]. The reactants are N[C@@H](C1C=CC(N[S:11]([CH3:14])(=[O:13])=[O:12])=C(C)C=1)C.[F:16][C:17]1[CH:18]=[C:19]2[C:24](=[CH:25][CH:26]=1)[CH:23]=[C:22]([C:27]([OH:29])=O)[CH:21]=[CH:20]2.Cl.C[N:32](C)[CH2:33][CH2:34][CH2:35][N:36]=C=NCC.O.ON1[C:48]2[CH:49]=[CH:50]C=[CH:52][C:47]=2N=N1.[CH:53](N(CC)C(C)C)(C)C.C([O-])(O)=O.[Na+]. (2) The product is [CH3:1][N:2]1[C:10]2[C:5](=[CH:6][CH:7]=[CH:8][C:9]=2[CH3:11])[CH:4]=[C:3]1[CH2:12][NH:15][CH3:14]. The yield is 0.940. The reactants are [CH3:1][N:2]1[C:10]2[C:5](=[CH:6][CH:7]=[CH:8][C:9]=2[CH3:11])[CH:4]=[C:3]1[CH:12]=O.[CH3:14][NH2:15].[BH4-].[Na+]. The catalyst is CO. (3) The reactants are [OH:1][CH:2]([C:4]1[O:8][N:7]=[C:6]([C:9]([OH:11])=O)[CH:5]=1)[CH3:3].[NH2:12][C@@H:13]([CH3:29])[CH2:14][N:15]1[CH:19]=[CH:18][C:17]([C:20]2[CH:27]=[CH:26][C:23]([C:24]#[N:25])=[C:22]([Cl:28])[CH:21]=2)=[N:16]1. No catalyst specified. The product is [Cl:28][C:22]1[CH:21]=[C:20]([C:17]2[CH:18]=[CH:19][N:15]([CH2:14][C@@H:13]([NH:12][C:9]([C:6]3[CH:5]=[C:4]([CH:2]([OH:1])[CH3:3])[O:8][N:7]=3)=[O:11])[CH3:29])[N:16]=2)[CH:27]=[CH:26][C:23]=1[C:24]#[N:25]. The yield is 0.461. (4) The reactants are NCC1C=NC=CC=1.[O:9]1[CH:13]=[CH:12][N:11]=[C:10]1[CH2:14][NH2:15].[F:16][C:17]1([F:36])[CH2:19][CH:18]1[CH2:20][N:21]1[CH2:25][CH2:24][N:23]([C:26]2[S:27][C:28]([C:32](O)=[O:33])=[C:29]([CH3:31])[N:30]=2)[C:22]1=[O:35]. No catalyst specified. The product is [F:36][C:17]1([F:16])[CH2:19][CH:18]1[CH2:20][N:21]1[CH2:25][CH2:24][N:23]([C:26]2[S:27][C:28]([C:32]([NH:15][CH2:14][C:10]3[O:9][CH:13]=[CH:12][N:11]=3)=[O:33])=[C:29]([CH3:31])[N:30]=2)[C:22]1=[O:35]. The yield is 0.690. (5) The reactants are [F:1][C:2]([F:12])([F:11])[C:3]1[N:4]=[C:5]([C:8](O)=[O:9])[S:6][CH:7]=1.C1N=C[N:15](C(N2C=NC=C2)=O)C=1.[NH4+].[OH-]. The catalyst is C1COCC1. The product is [F:1][C:2]([F:12])([F:11])[C:3]1[N:4]=[C:5]([C:8]([NH2:15])=[O:9])[S:6][CH:7]=1. The yield is 0.720. (6) The reactants are [CH3:1][CH2:2][C@@H:3]([C@H:5]([N:36]([C:38]([C@@H:40]([NH:44][C:45]([C@@H:47]([N:51]([CH3:53])[CH3:52])[CH:48]([CH3:50])[CH3:49])=[O:46])[CH:41]([CH3:43])[CH3:42])=[O:39])[CH3:37])[C@H:6]([O:34][CH3:35])[CH2:7][C:8]([N:10]1[C@H:14]([C@H:15]([O:32][CH3:33])[C@H:16]([C:18]([NH:20][C@H:21]([C:29]([OH:31])=[O:30])[CH2:22][C:23]2[CH:28]=[CH:27][CH:26]=[CH:25][CH:24]=2)=[O:19])[CH3:17])[CH2:13][CH2:12][CH2:11]1)=[O:9])[CH3:4].CN(C(ON1N=NC2C=CC=NC1=2)=[N+](C)C)C.F[P-](F)(F)(F)(F)F.C(N(C(C)C)CC)(C)C.[NH2:87][CH2:88][CH2:89][CH2:90][OH:91]. The catalyst is CN(C=O)C. The product is [CH3:1][CH2:2][C@@H:3]([C@H:5]([N:36]([C:38]([C@@H:40]([NH:44][C:45]([C@@H:47]([N:51]([CH3:53])[CH3:52])[CH:48]([CH3:50])[CH3:49])=[O:46])[CH:41]([CH3:43])[CH3:42])=[O:39])[CH3:37])[C@H:6]([O:34][CH3:35])[CH2:7][C:8]([N:10]1[C@H:14]([C@H:15]([O:32][CH3:33])[C@H:16]([C:18]([NH:20][C@H:21]([C:29]([OH:31])=[O:30])[CH2:22][C:23]2[CH:28]=[CH:27][CH:26]=[CH:25][CH:24]=2)=[O:19])[CH3:17])[CH2:13][CH2:12][CH2:11]1)=[O:9])[CH3:4].[OH:91][CH2:90][CH2:89][CH2:88][NH-:87]. The yield is 0.680. (7) The reactants are C([O-])([O-])=O.[K+].[K+].[CH2:7]([O:9][C:10](=[O:35])[CH2:11][C:12]1[CH:17]=[CH:16][CH:15]=[C:14]([NH:18][C:19]([C:21]2[C:22]([C:27]3[C:32](F)=[CH:31][CH:30]=[CH:29][C:28]=3[Cl:34])=[N:23][O:24][C:25]=2[CH3:26])=[O:20])[N:13]=1)[CH3:8]. The catalyst is CN(C=O)C.CCOC(C)=O. The product is [CH2:7]([O:9][C:10](=[O:35])[CH2:11][C:12]1[CH:17]=[CH:16][CH:15]=[C:14]([N:18]2[C:32]3[CH:31]=[CH:30][CH:29]=[C:28]([Cl:34])[C:27]=3[C:22]3=[N:23][O:24][C:25]([CH3:26])=[C:21]3[C:19]2=[O:20])[N:13]=1)[CH3:8]. The yield is 0.790.